From a dataset of Forward reaction prediction with 1.9M reactions from USPTO patents (1976-2016). Predict the product of the given reaction. (1) Given the reactants [CH3:1][O:2][C:3](=[O:17])[C:4]([C:6]1[CH:11]=[CH:10][C:9]([S:12]([CH3:15])(=[O:14])=[O:13])=[C:8]([Cl:16])[CH:7]=1)=O.[CH:18]1([O:23][NH2:24])[CH2:22][CH2:21][CH2:20][CH2:19]1, predict the reaction product. The product is: [CH3:1][O:2][C:3](=[O:17])/[C:4](/[C:6]1[CH:11]=[CH:10][C:9]([S:12]([CH3:15])(=[O:14])=[O:13])=[C:8]([Cl:16])[CH:7]=1)=[N:24]/[O:23][CH:18]1[CH2:22][CH2:21][CH2:20][CH2:19]1. (2) Given the reactants [F:1][C:2]1[CH:3]=[C:4]([CH2:9][C:10]([OH:12])=[O:11])[CH:5]=[C:6]([F:8])[CH:7]=1.S(Cl)(Cl)=O.[CH3:17]O, predict the reaction product. The product is: [F:1][C:2]1[CH:3]=[C:4]([CH2:9][C:10]([O:12][CH3:17])=[O:11])[CH:5]=[C:6]([F:8])[CH:7]=1. (3) Given the reactants [CH3:1][O:2][C:3]1[CH:35]=[CH:34][C:6]([CH2:7][NH:8][C:9]([C:11]2[S:33][C:14]3[N:15]([CH3:32])[C:16](=[O:31])[N:17]([CH2:20][C:21]4[CH:26]=[CH:25][C:24]([C:27](=[NH:30])[NH:28][OH:29])=[CH:23][CH:22]=4)[C:18](=[O:19])[C:13]=3[CH:12]=2)=[O:10])=[CH:5][CH:4]=1.[C:36](C1NC=CN=1)(C1NC=CN=1)=[S:37].N12CCCN=C1CCCCC2.C(O)(=O)CC(CC(O)=O)(C(O)=O)O, predict the reaction product. The product is: [CH3:1][O:2][C:3]1[CH:4]=[CH:5][C:6]([CH2:7][NH:8][C:9]([C:11]2[S:33][C:14]3[N:15]([CH3:32])[C:16](=[O:31])[N:17]([CH2:20][C:21]4[CH:26]=[CH:25][C:24]([C:27]5[NH:30][C:36](=[S:37])[O:29][N:28]=5)=[CH:23][CH:22]=4)[C:18](=[O:19])[C:13]=3[CH:12]=2)=[O:10])=[CH:34][CH:35]=1. (4) Given the reactants [N:1]1([C:5]2[S:6][C:7]3[C:13](OS(C(F)(F)F)(=O)=O)=[C:12]([C@H:22]([O:28][C:29]([CH3:32])([CH3:31])[CH3:30])[C:23]([O:25][CH2:26][CH3:27])=[O:24])[C:11]([CH3:33])=[CH:10][C:8]=3[N:9]=2)[CH2:4][CH2:3][CH2:2]1.Cl.[O:35]1[C:46]2[C:47]3[C:42]([C:43](B(O)O)=[CH:44][CH:45]=2)=[N:41][CH:40]=[CH:39][C:38]=3[CH2:37][CH2:36]1.[F-].[Cs+].C([O-])(O)=O.[Na+], predict the reaction product. The product is: [N:1]1([C:5]2[S:6][C:7]3[C:13]([C:43]4[C:42]5[C:47]6=[C:38]([CH2:37][CH2:36][O:35][C:46]6=[CH:45][CH:44]=4)[CH:39]=[CH:40][N:41]=5)=[C:12]([C@H:22]([O:28][C:29]([CH3:30])([CH3:32])[CH3:31])[C:23]([O:25][CH2:26][CH3:27])=[O:24])[C:11]([CH3:33])=[CH:10][C:8]=3[N:9]=2)[CH2:2][CH2:3][CH2:4]1. (5) The product is: [ClH:35].[CH3:1][C@H:2]1[NH:7][C@@H:6]([CH3:8])[CH2:5][N:4]([CH2:9][C:10]2[CH:14]=[CH:13][N:12]([C:15]3[C:16]([N:21]4[CH2:22][CH2:23][CH:24]([NH:27][C:28]5[CH:33]=[CH:32][C:31]([F:34])=[CH:30][CH:29]=5)[CH2:25][CH2:26]4)=[N:17][CH:18]=[CH:19][CH:20]=3)[N:11]=2)[CH2:3]1. Given the reactants [CH3:1][C@H:2]1[NH:7][C@@H:6]([CH3:8])[CH2:5][N:4]([CH2:9][C:10]2[CH:14]=[CH:13][N:12]([C:15]3[C:16]([N:21]4[CH2:26][CH2:25][CH:24]([NH:27][C:28]5[CH:33]=[CH:32][C:31]([F:34])=[CH:30][CH:29]=5)[CH2:23][CH2:22]4)=[N:17][CH:18]=[CH:19][CH:20]=3)[N:11]=2)[CH2:3]1.[ClH:35].C(OCC)C, predict the reaction product. (6) Given the reactants [C:1]([C:5]1[CH:10]=[CH:9][C:8]([CH2:11][CH2:12][N:13]([CH3:15])[CH3:14])=[C:7]([O:16]C)[CH:6]=1)([CH3:4])([CH3:3])[CH3:2].Br, predict the reaction product. The product is: [C:1]([C:5]1[CH:10]=[CH:9][C:8]([CH2:11][CH2:12][N:13]([CH3:15])[CH3:14])=[C:7]([OH:16])[CH:6]=1)([CH3:4])([CH3:2])[CH3:3].